From a dataset of Peptide-MHC class II binding affinity with 134,281 pairs from IEDB. Regression. Given a peptide amino acid sequence and an MHC pseudo amino acid sequence, predict their binding affinity value. This is MHC class II binding data. The peptide sequence is DPEDSALLEDPA. The MHC is DRB1_1101 with pseudo-sequence DRB1_1101. The binding affinity (normalized) is 0.